From a dataset of Forward reaction prediction with 1.9M reactions from USPTO patents (1976-2016). Predict the product of the given reaction. (1) The product is: [F:70][C:40]([F:69])([C:41]([F:67])([F:68])[C:42]([F:65])([F:66])[C:43]([F:63])([F:64])[C:44]([F:61])([F:62])[C:45]([F:59])([F:60])[C:46]([F:57])([F:58])[C:47]([F:55])([F:56])[C:48]([F:53])([F:54])[C:49]([F:50])([F:52])[F:51])[CH2:39][CH2:38][Si:31]([CH:35]([CH3:37])[CH3:36])([CH:32]([CH3:34])[CH3:33])[O:1][CH:2]([C:5]1[CH:10]=[C:9]([I:11])[N:8]([CH2:12][C:13]#[C:14][C:15]2[CH:16]=[CH:17][CH:18]=[CH:19][CH:20]=2)[C:7](=[O:21])[C:6]=1[CH3:22])[CH2:3][CH3:4]. Given the reactants [OH:1][CH:2]([C:5]1[CH:10]=[C:9]([I:11])[N:8]([CH2:12][C:13]#[C:14][C:15]2[CH:20]=[CH:19][CH:18]=[CH:17][CH:16]=2)[C:7](=[O:21])[C:6]=1[CH3:22])[CH2:3][CH3:4].CCN(CC)CC.Br[Si:31]([CH2:38][CH2:39][C:40]([F:70])([F:69])[C:41]([F:68])([F:67])[C:42]([F:66])([F:65])[C:43]([F:64])([F:63])[C:44]([F:62])([F:61])[C:45]([F:60])([F:59])[C:46]([F:58])([F:57])[C:47]([F:56])([F:55])[C:48]([F:54])([F:53])[C:49]([F:52])([F:51])[F:50])([CH:35]([CH3:37])[CH3:36])[CH:32]([CH3:34])[CH3:33], predict the reaction product. (2) Given the reactants [Na].[C:2]([O:6][C:7]([N:9]1[CH2:13][CH2:12][CH2:11][C@H:10]1[C:14]#[N:15])=[O:8])([CH3:5])([CH3:4])[CH3:3].[CH3:16][OH:17], predict the reaction product. The product is: [C:2]([O:6][C:7]([N:9]1[CH2:13][CH2:12][CH2:11][C@H:10]1[C:14]([O:17][CH3:16])=[NH:15])=[O:8])([CH3:5])([CH3:3])[CH3:4]. (3) Given the reactants [NH:1]1[CH2:7][CH2:6][CH2:5][C@@H:2]1[CH2:3][OH:4].C(NC(C)C)(C)C.CN(C)C=O.[Br:20][C:21]1[CH:37]=[CH:36][C:24]2[C:25]3[N:26]=[C:27]([C:33](Cl)=[O:34])[S:28][C:29]=3[CH2:30][CH2:31][O:32][C:23]=2[CH:22]=1, predict the reaction product. The product is: [Br:20][C:21]1[CH:37]=[CH:36][C:24]2[C:25]3[N:26]=[C:27]([C:33]([N:1]4[CH2:7][CH2:6][CH2:5][C@@H:2]4[CH2:3][OH:4])=[O:34])[S:28][C:29]=3[CH2:30][CH2:31][O:32][C:23]=2[CH:22]=1. (4) Given the reactants [H-].[Na+].[Cl:3][C:4]1[N:9]=[C:8]([CH3:10])[C:7]([CH2:11][OH:12])=[CH:6][CH:5]=1.Br[CH2:14][C:15]([O:17][CH2:18][CH3:19])=[O:16], predict the reaction product. The product is: [CH2:18]([O:17][C:15](=[O:16])[CH2:14][O:12][CH2:11][C:7]1[C:8]([CH3:10])=[N:9][C:4]([Cl:3])=[CH:5][CH:6]=1)[CH3:19]. (5) Given the reactants Br[CH2:2][C:3]([C:5]1[C:6]([CH3:17])=[N:7][O:8][C:9]=1[C:10]1[CH:15]=[CH:14][C:13]([Br:16])=[CH:12][CH:11]=1)=[O:4].[CH2:18]([SH:25])[C:19]1[CH:24]=[CH:23][CH:22]=[CH:21][CH:20]=1, predict the reaction product. The product is: [CH2:18]([S:25][CH2:2][C:3]([C:5]1[C:6]([CH3:17])=[N:7][O:8][C:9]=1[C:10]1[CH:15]=[CH:14][C:13]([Br:16])=[CH:12][CH:11]=1)=[O:4])[C:19]1[CH:24]=[CH:23][CH:22]=[CH:21][CH:20]=1. (6) Given the reactants FC(F)(F)S(O[C:7]1[CH:16]=[CH:15][C:14]2[CH2:13][CH2:12][CH2:11][CH2:10][C:9]=2[C:8]=1[N+:17]([O-:19])=[O:18])(=O)=O.[C:22]([O:26][C:27](=[O:36])[NH:28][C:29]1[CH:34]=[CH:33][C:32]([NH2:35])=[CH:31][CH:30]=1)([CH3:25])([CH3:24])[CH3:23], predict the reaction product. The product is: [N+:17]([C:8]1[C:9]2[CH2:10][CH2:11][CH2:12][CH2:13][C:14]=2[CH:15]=[CH:16][C:7]=1[NH:35][C:32]1[CH:31]=[CH:30][C:29]([NH:28][C:27](=[O:36])[O:26][C:22]([CH3:24])([CH3:23])[CH3:25])=[CH:34][CH:33]=1)([O-:19])=[O:18]. (7) Given the reactants O=[C:2]([CH3:8])[CH2:3][CH2:4][C:5]([OH:7])=[O:6].Cl.[F:10][C:11]1[CH:16]=[CH:15][C:14]([NH:17]N)=[CH:13][CH:12]=1.S(=O)(=O)(O)O.[CH3:24]O, predict the reaction product. The product is: [F:10][C:11]1[CH:16]=[C:15]2[C:14](=[CH:13][CH:12]=1)[NH:17][C:2]([CH3:8])=[C:3]2[CH2:4][C:5]([O:7][CH3:24])=[O:6].